From a dataset of Forward reaction prediction with 1.9M reactions from USPTO patents (1976-2016). Predict the product of the given reaction. (1) Given the reactants [CH2:1]([N:3]([C:29](=O)[C:30]1[CH:35]=[CH:34][C:33]([OH:36])=[C:32]([F:37])[CH:31]=1)[C:4]1[CH:9]=[C:8]([O:10][CH3:11])[CH:7]=[CH:6][C:5]=1[CH:12]1[CH2:21][CH2:20][C:19]2[CH:18]=[C:17]([O:22]C(=O)C(C)(C)C)[CH:16]=[CH:15][C:14]=2[CH2:13]1)[CH3:2].Cl[CH2:40][C:41]([N:43]([CH2:45][CH3:46])[CH3:44])=O, predict the reaction product. The product is: [CH2:1]([N:3]([CH2:29][C:30]1[CH:35]=[CH:34][C:33]([O:36][CH2:40][CH2:41][N:43]([CH2:45][CH3:46])[CH3:44])=[C:32]([F:37])[CH:31]=1)[C:4]1[CH:9]=[C:8]([O:10][CH3:11])[CH:7]=[CH:6][C:5]=1[CH:12]1[CH2:21][CH2:20][C:19]2[CH:18]=[C:17]([OH:22])[CH:16]=[CH:15][C:14]=2[CH2:13]1)[CH3:2]. (2) Given the reactants [CH2:1]([O:3][C:4](=[O:34])[C:5](=O)[CH2:6][C:7]([C:9]1[CH:10]=[C:11]2[C:15](=[CH:16][CH:17]=1)[N:14]([CH3:18])[C:13]1[N:19]([CH3:32])[C:20](=[O:31])[C:21]([C:23]3[CH:28]=[CH:27][C:26]([Cl:29])=[CH:25][C:24]=3[Cl:30])=[CH:22][C:12]2=1)=O)[CH3:2].C(O)(=O)C(O)=O.[CH2:41]([NH:43][NH2:44])[CH3:42], predict the reaction product. The product is: [CH2:1]([O:3][C:4]([C:5]1[CH:6]=[C:7]([C:9]2[CH:10]=[C:11]3[C:15](=[CH:16][CH:17]=2)[N:14]([CH3:18])[C:13]2[N:19]([CH3:32])[C:20](=[O:31])[C:21]([C:23]4[CH:28]=[CH:27][C:26]([Cl:29])=[CH:25][C:24]=4[Cl:30])=[CH:22][C:12]3=2)[N:43]([CH2:41][CH3:42])[N:44]=1)=[O:34])[CH3:2]. (3) Given the reactants [CH3:1][C:2]12[C:9]([CH3:11])([CH3:10])[CH:6]([CH2:7][CH2:8]1)[C:5](=[O:12])[CH2:4][C:3]2=[O:13].C1(C)C=CC=CC=1.C([O-])(=O)C.C([O-])(=O)C.C([O-])(=O)C.[Br:33][C:34]1[CH:35]=[CH:36][C:37]([CH2:41][CH3:42])=[C:38]([Pb+3])[CH:39]=1.Cl, predict the reaction product. The product is: [Br:33][C:34]1[CH:39]=[CH:38][C:37]([CH2:41][CH3:42])=[C:36]([CH:4]2[C:5](=[O:12])[CH:6]3[C:9]([CH3:10])([CH3:11])[C:2]([CH3:1])([CH2:8][CH2:7]3)[C:3]2=[O:13])[CH:35]=1. (4) The product is: [CH3:1][C:2]1([CH3:39])[O:7][C:6]2[CH:8]=[CH:9][C:10]([C@H:12]3[O:16][C:15](=[O:17])[N:14]([CH2:18][CH2:19][CH2:20][CH2:21][CH2:22][CH2:23][O:24][CH2:25][CH2:26][CH2:27][CH2:28][C:29]4[CH:30]=[C:31]([S:35]([NH2:38])(=[O:37])=[O:36])[CH:32]=[CH:33][CH:34]=4)[CH2:13]3)=[CH:11][C:5]=2[CH2:4][O:3]1. Given the reactants [CH3:1][C:2]1([CH3:39])[O:7][C:6]2[CH:8]=[CH:9][C:10]([C@H:12]3[O:16][C:15](=[O:17])[N:14]([CH2:18][CH2:19][CH2:20][CH2:21][CH2:22][CH2:23][O:24][CH2:25][CH2:26][C:27]#[C:28][C:29]4[CH:30]=[C:31]([S:35]([NH2:38])(=[O:37])=[O:36])[CH:32]=[CH:33][CH:34]=4)[CH2:13]3)=[CH:11][C:5]=2[CH2:4][O:3]1, predict the reaction product.